This data is from Forward reaction prediction with 1.9M reactions from USPTO patents (1976-2016). The task is: Predict the product of the given reaction. (1) Given the reactants C([O:4][CH2:5][C@@H:6]1[C@@H:11]([O:12]C(=O)C)[C@H:10]([O:16]C(=O)C)[C@H:9]([O:20]C(=O)C)[C@@H:8]([N:24]2[CH:28]=[C:27]([C:29]3[CH:34]=[CH:33][C:32]([C:35]4[N:36]=[N:37][N:38]([C@@H:40]5[C@@H:45]([O:46]C(=O)C)[C@@H:44]([O:50]C(=O)C)[C@H:43]([O:54]C(=O)C)[C@@H:42]([CH2:58][O:59]C(=O)C)[O:41]5)[CH:39]=4)=[CH:31][CH:30]=3)[N:26]=[N:25]2)[O:7]1)(=O)C.CO[Na].C(O)(=O)C, predict the reaction product. The product is: [OH:59][CH2:58][C@@H:42]1[C@@H:43]([OH:54])[C@H:44]([OH:50])[C@H:45]([OH:46])[C@@H:40]([N:38]2[CH:39]=[C:35]([C:32]3[CH:33]=[CH:34][C:29]([C:27]4[N:26]=[N:25][N:24]([C@@H:8]5[C@@H:9]([OH:20])[C@@H:10]([OH:16])[C@H:11]([OH:12])[C@@H:6]([CH2:5][OH:4])[O:7]5)[CH:28]=4)=[CH:30][CH:31]=3)[N:36]=[N:37]2)[O:41]1. (2) Given the reactants [CH3:1][O:2][C:3](=[O:20])[C:4]1[CH:9]=[CH:8][C:7]([CH3:10])=[C:6]([N:11]2[C:16](=[O:17])[CH:15]=[C:14]([OH:18])[N:13]=[C:12]2[CH3:19])[CH:5]=1.[CH3:21][O:22][C:23]1[CH:24]=[C:25]([CH:28]=[CH:29][CH:30]=1)[CH2:26]Br.C(=O)([O-])[O-].[K+].[K+].C1OCCOCCOCCOCCOCCOC1, predict the reaction product. The product is: [CH3:1][O:2][C:3](=[O:20])[C:4]1[CH:9]=[CH:8][C:7]([CH3:10])=[C:6]([N:11]2[C:16](=[O:17])[CH:15]=[C:14]([O:18][CH2:26][C:25]3[CH:28]=[CH:29][CH:30]=[C:23]([O:22][CH3:21])[CH:24]=3)[N:13]=[C:12]2[CH3:19])[CH:5]=1. (3) The product is: [Cl:11][C:12]1[N:17]=[N:16][C:15]([C:18]2[CH:25]=[CH:24][C:21]([C:22]3[S:10][C:3]4[CH:4]=[C:5]([O:8][CH3:9])[CH:6]=[CH:7][C:2]=4[N:1]=3)=[CH:20][CH:19]=2)=[CH:14][CH:13]=1. Given the reactants [NH2:1][C:2]1[CH:7]=[CH:6][C:5]([O:8][CH3:9])=[CH:4][C:3]=1[SH:10].[Cl:11][C:12]1[N:17]=[N:16][C:15]([C:18]2[CH:25]=[CH:24][C:21]([CH:22]=O)=[CH:20][CH:19]=2)=[CH:14][CH:13]=1, predict the reaction product.